From a dataset of Forward reaction prediction with 1.9M reactions from USPTO patents (1976-2016). Predict the product of the given reaction. (1) Given the reactants [H-].[Na+].[CH2:3]([O:5][C:6](=[O:25])[CH2:7][C:8]1[N:17]=[C:16]2[C:11]([CH2:12][CH2:13][CH2:14][N:15]2[C:18]([O:20][C:21]([CH3:24])([CH3:23])[CH3:22])=[O:19])=[CH:10][CH:9]=1)[CH3:4].[CH3:26]I, predict the reaction product. The product is: [CH2:3]([O:5][C:6](=[O:25])[CH:7]([C:8]1[N:17]=[C:16]2[C:11]([CH2:12][CH2:13][CH2:14][N:15]2[C:18]([O:20][C:21]([CH3:24])([CH3:23])[CH3:22])=[O:19])=[CH:10][CH:9]=1)[CH3:26])[CH3:4]. (2) Given the reactants Cl[C:2]1[CH:7]=[CH:6][C:5]([I:8])=[CH:4][N:3]=1.[NH:9]1[CH2:14][CH2:13][CH2:12][CH2:11][CH2:10]1, predict the reaction product. The product is: [I:8][C:5]1[CH:6]=[CH:7][C:2]([N:9]2[CH2:14][CH2:13][CH2:12][CH2:11][CH2:10]2)=[N:3][CH:4]=1. (3) Given the reactants CN(C(ON1N=NC2C=CC=NC1=2)=[N+](C)C)C.F[P-](F)(F)(F)(F)F.[Cl:25][C:26]1[N:30]2[CH:31]=[C:32]([C:39]3[CH:43]=[CH:42][O:41][CH:40]=3)[CH:33]=[C:34]([C:35]([F:38])([F:37])[F:36])[C:29]2=[N:28][C:27]=1[C:44]([N:46]1[CH2:50][CH2:49][CH:48]([C:51]2[CH:56]=[CH:55][CH:54]=[CH:53][CH:52]=2)[CH:47]1[C:57](O)=[O:58])=[O:45].[CH3:60][N:61]([CH3:65])[CH2:62][CH2:63][NH2:64], predict the reaction product. The product is: [CH3:60][N:61]([CH3:65])[CH2:62][CH2:63][NH:64][C:57]([CH:47]1[CH:48]([C:51]2[CH:52]=[CH:53][CH:54]=[CH:55][CH:56]=2)[CH2:49][CH2:50][N:46]1[C:44]([C:27]1[N:28]=[C:29]2[C:34]([C:35]([F:36])([F:38])[F:37])=[CH:33][C:32]([C:39]3[CH:43]=[CH:42][O:41][CH:40]=3)=[CH:31][N:30]2[C:26]=1[Cl:25])=[O:45])=[O:58]. (4) Given the reactants [CH3:1][C:2]1[CH:7]=[CH:6][N:5]=[CH:4][C:3]=1B(O)O.[CH3:11][N:12]([C:22]1[CH:27]=[CH:26][C:25]([NH:28][C:29]([NH:31][C:32]2[CH:37]=[CH:36][CH:35]=[CH:34][CH:33]=2)=[O:30])=[CH:24][CH:23]=1)[S:13]([C:16]1[S:17][C:18](Br)=[CH:19][CH:20]=1)(=[O:15])=[O:14].C([O-])([O-])=O.[Na+].[Na+], predict the reaction product. The product is: [CH3:11][N:12]([C:22]1[CH:23]=[CH:24][C:25]([NH:28][C:29]([NH:31][C:32]2[CH:37]=[CH:36][CH:35]=[CH:34][CH:33]=2)=[O:30])=[CH:26][CH:27]=1)[S:13]([C:16]1[S:17][C:18]([C:3]2[CH:4]=[N:5][CH:6]=[CH:7][C:2]=2[CH3:1])=[CH:19][CH:20]=1)(=[O:15])=[O:14]. (5) Given the reactants C[Si]([N-][Si](C)(C)C)(C)C.[Li+].CCCCCC.[S:17]1[C:26]2[C:21](=[CH:22][CH:23]=[CH:24][CH:25]=2)[C:20](=[O:27])[CH2:19][CH2:18]1.C([C:30]([O:32][CH3:33])=[O:31])#N.[Cl-].[NH4+], predict the reaction product. The product is: [O:27]=[C:20]1[C:21]2[C:26](=[CH:25][CH:24]=[CH:23][CH:22]=2)[S:17][CH2:18][CH:19]1[C:30]([O:32][CH3:33])=[O:31].